This data is from Reaction yield outcomes from USPTO patents with 853,638 reactions. The task is: Predict the reaction yield, written as a fraction of the theoretical maximum amount of product (1.0 means a 100% yield; for example, 0.34 means a 34% yield). (1) The reactants are [C:1]([C:9]1[CH:10]=[C:11]([CH:15]=[CH:16][CH:17]=1)[C:12]([OH:14])=[O:13])(=[O:8])[C:2]1[CH:7]=[CH:6][CH:5]=[CH:4][CH:3]=1.[CH3:18]C1C=CC(S(O)(=O)=O)=CC=1. The catalyst is CO. The product is [C:1]([C:9]1[CH:10]=[C:11]([CH:15]=[CH:16][CH:17]=1)[C:12]([O:14][CH3:18])=[O:13])(=[O:8])[C:2]1[CH:3]=[CH:4][CH:5]=[CH:6][CH:7]=1. The yield is 0.900. (2) The yield is 0.310. The catalyst is O1CCOCC1.O. The reactants are C([O:3][C:4](=[O:33])[CH2:5][CH:6]([N:10]1[C:14]2[CH:15]=[CH:16][CH:17]=[CH:18][C:13]=2[N:12]([CH2:19][C:20]2[CH:21]=[CH:22][CH:23]=[C:24]3[C:28]=2[N:27]([CH3:29])[C:26]([CH3:30])=[C:25]3[CH3:31])[C:11]1=[O:32])[CH2:7][CH2:8][CH3:9])C.[Li+].[OH-]. The product is [O:32]=[C:11]1[N:10]([CH:6]([CH2:7][CH2:8][CH3:9])[CH2:5][C:4]([OH:33])=[O:3])[C:14]2[CH:15]=[CH:16][CH:17]=[CH:18][C:13]=2[N:12]1[CH2:19][C:20]1[CH:21]=[CH:22][CH:23]=[C:24]2[C:28]=1[N:27]([CH3:29])[C:26]([CH3:30])=[C:25]2[CH3:31]. (3) The reactants are [CH3:1][C:2]([CH3:8])([CH3:7])[CH2:3][C:4]([OH:6])=[O:5].C(Cl)(=O)C(Cl)=O.[CH2:15]([N:17]([C@@H:25]1[CH2:29][CH2:28][N:27]([C:30]2[C:35]([CH2:36]O)=[CH:34][CH:33]=[CH:32][N:31]=2)[CH2:26]1)[C:18](=[O:24])[O:19][C:20]([CH3:23])([CH3:22])[CH3:21])[CH3:16].CCN(CC)CC. The catalyst is C(Cl)Cl. The product is [CH3:1][C:2]([CH3:8])([CH3:7])[CH2:3][C:4]([O:6][CH2:36][C:35]1[C:30]([N:27]2[CH2:28][CH2:29][C@@H:25]([N:17]([C:18]([O:19][C:20]([CH3:21])([CH3:23])[CH3:22])=[O:24])[CH2:15][CH3:16])[CH2:26]2)=[N:31][CH:32]=[CH:33][CH:34]=1)=[O:5]. The yield is 0.670. (4) The reactants are [CH3:1][C:2]([CH3:30])([CH3:29])[CH2:3][CH2:4][N:5]1[C:10](=[O:11])[C:9]([C:12]2[NH:17][C:16]3[CH:18]=[CH:19][C:20](I)=[CH:21][C:15]=3[S:14](=[O:24])(=[O:23])[N:13]=2)=[C:8]([OH:25])[C:7]2=[CH:26][CH:27]=[CH:28][N:6]12.[O-]P(OP(OP([O-])([O-])=O)([O-])=O)(=O)[O-].[K+].[K+].[K+].[K+].[K+].N(CC(O)=O)C.[CH3:55][NH:56][S:57]([CH3:60])(=[O:59])=[O:58]. The catalyst is C(OCC)(=O)C.[Cu]I.CN(C)C=O. The product is [CH3:1][C:2]([CH3:30])([CH3:29])[CH2:3][CH2:4][N:5]1[C:10](=[O:11])[C:9]([C:12]2[NH:17][C:16]3[CH:18]=[CH:19][C:20]([N:56]([CH3:55])[S:57]([CH3:60])(=[O:59])=[O:58])=[CH:21][C:15]=3[S:14](=[O:24])(=[O:23])[N:13]=2)=[C:8]([OH:25])[C:7]2=[CH:26][CH:27]=[CH:28][N:6]12. The yield is 0.330.